From a dataset of Serine/threonine kinase 33 screen with 319,792 compounds. Binary Classification. Given a drug SMILES string, predict its activity (active/inactive) in a high-throughput screening assay against a specified biological target. The molecule is O=C(Nc1ccc(NC(=O)c2occc2)cc1)c1c([N+]([O-])=O)cc([N+]([O-])=O)cc1. The result is 0 (inactive).